Dataset: Full USPTO retrosynthesis dataset with 1.9M reactions from patents (1976-2016). Task: Predict the reactants needed to synthesize the given product. (1) The reactants are: [C:1]([C:5]1[CH:6]=[C:7]([NH:18][C:19](=[O:49])[NH:20][CH2:21][C:22]2[CH:48]=[CH:47][CH:46]=[CH:45][C:23]=2[CH2:24][O:25][C:26]2[CH:31]=[C:30]([CH3:32])[N:29]([C:33]3[CH:34]=[C:35]([CH:39]=[CH:40][C:41]=3[CH3:42])[C:36]([OH:38])=O)[C:28](=[O:43])[C:27]=2[Cl:44])[N:8]([C:10]2[CH:15]=[CH:14][C:13]([Cl:16])=[C:12]([OH:17])[CH:11]=2)[N:9]=1)([CH3:4])([CH3:3])[CH3:2].CN.C[CH2:53][N:54]=C=NCCCN(C)C. Given the product [C:1]([C:5]1[CH:6]=[C:7]([NH:18][C:19](=[O:49])[NH:20][CH2:21][C:22]2[CH:48]=[CH:47][CH:46]=[CH:45][C:23]=2[CH2:24][O:25][C:26]2[CH:31]=[C:30]([CH3:32])[N:29]([C:33]3[CH:34]=[C:35]([CH:39]=[CH:40][C:41]=3[CH3:42])[C:36]([NH:54][CH3:53])=[O:38])[C:28](=[O:43])[C:27]=2[Cl:44])[N:8]([C:10]2[CH:15]=[CH:14][C:13]([Cl:16])=[C:12]([OH:17])[CH:11]=2)[N:9]=1)([CH3:3])([CH3:4])[CH3:2], predict the reactants needed to synthesize it. (2) Given the product [CH:1]1([N:6]2[C:10]3[N:11]=[C:12]([NH:15][C:17]4[N:18]=[CH:19][C:7]([N:6]5[CH2:10][CH2:23][C:24](=[O:26])[CH2:2][CH2:1]5)=[CH:8][CH:16]=4)[N:13]=[CH:14][C:9]=3[C:8]3[CH:16]=[CH:17][N:18]=[C:19]([F:20])[C:7]2=3)[CH2:2][CH2:3][CH2:4][CH2:5]1, predict the reactants needed to synthesize it. The reactants are: [CH:1]1([N:6]2[C:10]3[N:11]=[C:12]([NH2:15])[N:13]=[CH:14][C:9]=3[C:8]3[CH:16]=[CH:17][N:18]=[C:19]([F:20])[C:7]2=3)[CH2:5][CH2:4][CH2:3][CH2:2]1.O.F[C:23](F)(F)[C:24]([OH:26])=O. (3) Given the product [N:7]1([CH2:13][CH2:14][NH:15][CH3:16])[CH2:8][CH:9]=[CH:10][CH2:11][CH2:12]1, predict the reactants needed to synthesize it. The reactants are: [H-].[Li+].[Al+3].[H-].[H-].[H-].[N:7]1([CH2:13][CH2:14][NH:15][C:16](=O)OC(C)(C)C)[CH2:12][CH:11]=[CH:10][CH2:9][CH2:8]1.[OH-].[Na+].